This data is from Catalyst prediction with 721,799 reactions and 888 catalyst types from USPTO. The task is: Predict which catalyst facilitates the given reaction. (1) Product: [O:9]1[C:8]2[CH:7]=[CH:6][C:5]([CH2:10][CH2:11][C:12]([NH:30][C:31]3[CH:32]=[CH:33][C:34]([C:35]([O:37][CH3:38])=[O:36])=[CH:39][CH:40]=3)=[O:14])=[CH:4][C:3]=2[O:2][CH2:1]1. Reactant: [CH2:1]1[O:9][C:8]2[CH:7]=[CH:6][C:5]([CH2:10][CH2:11][C:12]([OH:14])=O)=[CH:4][C:3]=2[O:2]1.CN1CCOCC1.C(OC(Cl)=O)C(C)C.[NH2:30][C:31]1[CH:40]=[CH:39][C:34]([C:35]([O:37][CH3:38])=[O:36])=[CH:33][CH:32]=1. The catalyst class is: 116. (2) Reactant: [Br:1][C:2]1[CH:3]=[C:4]([S:8](Cl)(=[O:10])=[O:9])[CH:5]=[CH:6][CH:7]=1.[C:12]([O:16][C:17]([N:19]1[CH2:24][CH2:23][CH:22]([NH2:25])[CH2:21][CH2:20]1)=[O:18])([CH3:15])([CH3:14])[CH3:13]. Product: [C:12]([O:16][C:17]([N:19]1[CH2:24][CH2:23][CH:22]([NH:25][S:8]([C:4]2[CH:5]=[CH:6][CH:7]=[C:2]([Br:1])[CH:3]=2)(=[O:10])=[O:9])[CH2:21][CH2:20]1)=[O:18])([CH3:15])([CH3:13])[CH3:14]. The catalyst class is: 2.